Dataset: Peptide-MHC class I binding affinity with 185,985 pairs from IEDB/IMGT. Task: Regression. Given a peptide amino acid sequence and an MHC pseudo amino acid sequence, predict their binding affinity value. This is MHC class I binding data. (1) The peptide sequence is LRAEDTAVY. The MHC is HLA-A26:01 with pseudo-sequence HLA-A26:01. The binding affinity (normalized) is 0. (2) The peptide sequence is YLHDPLTPY. The MHC is HLA-A02:11 with pseudo-sequence HLA-A02:11. The binding affinity (normalized) is 0.834. (3) The MHC is HLA-A69:01 with pseudo-sequence HLA-A69:01. The peptide sequence is AVFDSFVER. The binding affinity (normalized) is 0.0847. (4) The peptide sequence is CAGGYYDVY. The MHC is HLA-A26:01 with pseudo-sequence HLA-A26:01. The binding affinity (normalized) is 0.188. (5) The peptide sequence is ASDRISGIL. The MHC is HLA-A03:01 with pseudo-sequence HLA-A03:01. The binding affinity (normalized) is 0.0847. (6) The peptide sequence is FHIVNQESL. The MHC is HLA-A25:01 with pseudo-sequence HLA-A25:01. The binding affinity (normalized) is 0.0847. (7) The peptide sequence is CRRPGNKTVLP. The MHC is Mamu-B03 with pseudo-sequence Mamu-B03. The binding affinity (normalized) is 0.337. (8) The peptide sequence is WTGNYFTDT. The MHC is HLA-A68:01 with pseudo-sequence HLA-A68:01. The binding affinity (normalized) is 0.